From a dataset of Full USPTO retrosynthesis dataset with 1.9M reactions from patents (1976-2016). Predict the reactants needed to synthesize the given product. (1) Given the product [O:1]1[CH2:5][CH2:4][CH2:3][C@H:2]1[CH2:6][N:7]1[C:15]2[C:10](=[CH:11][CH:12]=[CH:13][CH:14]=2)[C@:9]2([CH2:19][O:18][C:17]3[CH:20]=[C:21]4[C:25](=[CH:26][C:16]2=3)[CH2:24][CH2:23][O:22]4)[C:8]1=[O:27], predict the reactants needed to synthesize it. The reactants are: [O:1]1[CH2:5][CH2:4][CH2:3][C@H:2]1[CH2:6][N:7]1[C:15]2[C:10](=[CH:11][CH:12]=[CH:13][CH:14]=2)[C:9]2([CH2:19][O:18][C:17]3[CH:20]=[C:21]4[C:25](=[CH:26][C:16]2=3)[CH2:24][CH2:23][O:22]4)[C:8]1=[O:27]. (2) Given the product [CH3:27][O:19][C:18]([C:15]1[C:16]2[O:17][C:6]3[C:5]([CH:24]=[O:25])=[C:4]([OH:26])[CH:3]=[C:2]([CH3:1])[C:7]=3[C:8](=[O:9])[O:10][C:11]=2[C:12]([CH3:23])=[C:13]([O:21][CH3:22])[CH:14]=1)=[O:20], predict the reactants needed to synthesize it. The reactants are: [CH3:1][C:2]1[C:7]2[C:8]([O:10][C:11]3[C:12]([CH3:23])=[C:13]([O:21][CH3:22])[CH:14]=[C:15]([C:18]([OH:20])=[O:19])[C:16]=3[O:17][C:6]=2[C:5]([CH:24]=[O:25])=[C:4]([OH:26])[CH:3]=1)=[O:9].[CH3:27]I.O. (3) Given the product [C:4]([Si:1]([O:18][CH2:17][C:16]([C:11]1[CH:12]=[CH:13][CH:14]=[CH:15][C:10]=1[F:9])([CH3:20])[CH3:19])([CH3:3])[CH3:2])([CH3:7])([CH3:6])[CH3:5], predict the reactants needed to synthesize it. The reactants are: [Si:1](Cl)([C:4]([CH3:7])([CH3:6])[CH3:5])([CH3:3])[CH3:2].[F:9][C:10]1[CH:15]=[CH:14][CH:13]=[CH:12][C:11]=1[C:16]([CH3:20])([CH3:19])[CH2:17][OH:18].N1C=CN=C1. (4) The reactants are: [O:1]1[C:8]2[CH:7]=[C:6]([C:9]([OH:11])=[O:10])[NH:5][C:4]=2[CH:3]=[CH:2]1.[CH:12]1([CH2:18]O)[CH2:17][CH2:16][CH2:15][CH2:14][CH2:13]1. Given the product [O:1]1[C:8]2[CH:7]=[C:6]([C:9]([O:11][CH2:18][CH:12]3[CH2:17][CH2:16][CH2:15][CH2:14][CH2:13]3)=[O:10])[NH:5][C:4]=2[CH:3]=[CH:2]1, predict the reactants needed to synthesize it. (5) Given the product [C@@H:2]12[O:19][C@@H:3]1[CH2:4][CH2:5][CH2:6][C@@H:1]2[NH:7][C:8](=[O:17])[O:9][CH2:10][C:11]1[CH:16]=[CH:15][CH:14]=[CH:13][CH:12]=1, predict the reactants needed to synthesize it. The reactants are: [CH:1]1([NH:7][C:8](=[O:17])[O:9][CH2:10][C:11]2[CH:16]=[CH:15][CH:14]=[CH:13][CH:12]=2)[CH2:6][CH2:5][CH2:4][CH:3]=[CH:2]1.C(=O)(O)[O-:19].[Na+].C1C=C(Cl)C=C(C(OO)=O)C=1. (6) Given the product [CH3:16][O:17][C:18]1[CH:25]=[CH:24][C:21]([CH2:22][NH:14][C:13]2[C:9]3[S:8][C:6]4[C:5]([C:10]=3[NH:11][N:12]=2)=[C:4]([CH3:15])[CH:3]=[C:2]([CH3:1])[N:7]=4)=[CH:20][CH:19]=1, predict the reactants needed to synthesize it. The reactants are: [CH3:1][C:2]1[N:7]=[C:6]2[S:8][C:9]3[C:13]([NH2:14])=[N:12][NH:11][C:10]=3[C:5]2=[C:4]([CH3:15])[CH:3]=1.[CH3:16][O:17][C:18]1[CH:25]=[CH:24][C:21]([CH:22]=O)=[CH:20][CH:19]=1.C(O)(=O)C.[BH-](OC(C)=O)(OC(C)=O)OC(C)=O.[Na+].[OH-].[Na+]. (7) Given the product [F:36][C:37]([F:42])([F:41])[C:38]([OH:40])=[O:39].[CH3:34][O:33][C:30]1[N:29]=[CH:28][C:27]([C:18]2[N:19]([C:21]3[CH:26]=[CH:25][CH:24]=[CH:23][CH:22]=3)[CH:20]=[C:16]([C:14]([N:11]3[CH2:12][CH2:13][NH:8][CH2:9][CH:10]3[CH3:35])=[O:15])[N:17]=2)=[CH:32][CH:31]=1, predict the reactants needed to synthesize it. The reactants are: C(OC([N:8]1[CH2:13][CH2:12][N:11]([C:14]([C:16]2[N:17]=[C:18]([C:27]3[CH:28]=[N:29][C:30]([O:33][CH3:34])=[CH:31][CH:32]=3)[N:19]([C:21]3[CH:26]=[CH:25][CH:24]=[CH:23][CH:22]=3)[CH:20]=2)=[O:15])[CH:10]([CH3:35])[CH2:9]1)=O)(C)(C)C.[F:36][C:37]([F:42])([F:41])[C:38]([OH:40])=[O:39]. (8) Given the product [N:1]1([C:6]2[CH:13]=[CH:12][C:9]([CH2:10][NH2:11])=[CH:8][CH:7]=2)[CH:5]=[CH:4][CH:3]=[N:2]1, predict the reactants needed to synthesize it. The reactants are: [N:1]1([C:6]2[CH:13]=[CH:12][C:9]([C:10]#[N:11])=[CH:8][CH:7]=2)[CH:5]=[CH:4][CH:3]=[N:2]1.[H-].[H-].[H-].[H-].[Li+].[Al+3]. (9) The reactants are: [CH3:1][S:2]([O:5][C:6]1[N:11]=[C:10]2[N:12]([C:16]3[CH:21]=[CH:20][CH:19]=[CH:18][C:17]=3[O:22][C:23]([F:26])([F:25])[F:24])[C:13](O)=[N:14][C:9]2=[CH:8][CH:7]=1)(=[O:4])=[O:3].P(Cl)(Cl)([Cl:29])=O. Given the product [CH3:1][S:2]([O:5][C:6]1[N:11]=[C:10]2[N:12]([C:16]3[CH:21]=[CH:20][CH:19]=[CH:18][C:17]=3[O:22][C:23]([F:26])([F:25])[F:24])[C:13]([Cl:29])=[N:14][C:9]2=[CH:8][CH:7]=1)(=[O:4])=[O:3], predict the reactants needed to synthesize it. (10) The reactants are: Cl[C:2]1[N:3]=[N:4][C:5]([CH3:8])=[CH:6][CH:7]=1.O.[NH2:10][NH2:11]. Given the product [CH3:8][C:5]1[N:4]=[N:3][C:2]([NH:10][NH2:11])=[CH:7][CH:6]=1, predict the reactants needed to synthesize it.